The task is: Predict the product of the given reaction.. This data is from Forward reaction prediction with 1.9M reactions from USPTO patents (1976-2016). (1) Given the reactants [C:1]1([C:11]([C:13]2[N:17]([CH3:18])[CH:16]=[C:15]([C:19](=[O:21])[CH3:20])[CH:14]=2)=[O:12])[C:10]2[C:5](=[CH:6][CH:7]=[CH:8][CH:9]=2)[CH:4]=[CH:3][CH:2]=1.Cl.[NH:23]1[CH2:28][CH2:27][CH2:26][CH2:25][CH2:24]1.[CH2:29]=O.[OH-].[Na+], predict the reaction product. The product is: [C:1]1([C:11]([C:13]2[N:17]([CH3:18])[CH:16]=[C:15]([C:19](=[O:21])[CH2:20][CH2:29][N:23]3[CH2:28][CH2:27][CH2:26][CH2:25][CH2:24]3)[CH:14]=2)=[O:12])[C:10]2[C:5](=[CH:6][CH:7]=[CH:8][CH:9]=2)[CH:4]=[CH:3][CH:2]=1. (2) Given the reactants [C:1]([O:5][C:6]([N:8]1[CH2:13][CH2:12][C:11]([OH:23])([CH2:14][N:15]2[CH:19]=[CH:18][C:17]([N+:20]([O-])=O)=[N:16]2)[CH2:10][CH2:9]1)=[O:7])([CH3:4])([CH3:3])[CH3:2].C(O)C.[H][H], predict the reaction product. The product is: [C:1]([O:5][C:6]([N:8]1[CH2:9][CH2:10][C:11]([CH2:14][N:15]2[CH:19]=[CH:18][C:17]([NH2:20])=[N:16]2)([OH:23])[CH2:12][CH2:13]1)=[O:7])([CH3:4])([CH3:2])[CH3:3].